This data is from Full USPTO retrosynthesis dataset with 1.9M reactions from patents (1976-2016). The task is: Predict the reactants needed to synthesize the given product. (1) Given the product [F:32][C:2]([F:31])([F:1])[S:3]([NH:6][CH2:7][CH2:8][C:9]1[S:10][C:11]([C:14]2[CH:15]=[CH:16][C:17]([NH:20][C:21]([NH:23][C:24]3[CH:29]=[CH:28][CH:27]=[CH:26][C:25]=3[F:30])=[N:22][CH3:34])=[CH:18][CH:19]=2)=[CH:12][N:13]=1)(=[O:4])=[O:5], predict the reactants needed to synthesize it. The reactants are: [F:1][C:2]([F:32])([F:31])[S:3]([NH:6][CH2:7][CH2:8][C:9]1[S:10][C:11]([C:14]2[CH:19]=[CH:18][C:17]([NH:20][C:21]([NH:23][C:24]3[CH:29]=[CH:28][CH:27]=[CH:26][C:25]=3[F:30])=[NH:22])=[CH:16][CH:15]=2)=[CH:12][N:13]=1)(=[O:5])=[O:4].F[C:34](F)(F)S(NCCC1SC(C2C=CC(NC(NC3C=CC=CC=3F)=S)=CC=2)=CN=1)(=O)=O.CN. (2) Given the product [CH2:19]([N:13]([CH2:12][C:11]1[CH:21]=[C:22]([C:25]([F:28])([F:27])[F:26])[CH:23]=[CH:24][C:10]=1[C:4]1[C:5]([O:8][CH3:9])=[N:6][CH:7]=[C:2]([C:34]#[C:33][Si:30]([CH3:32])([CH3:31])[CH3:29])[CH:3]=1)[C:14]([CH:16]1[CH2:18][CH2:17]1)=[O:15])[CH3:20], predict the reactants needed to synthesize it. The reactants are: Br[C:2]1[CH:3]=[C:4]([C:10]2[CH:24]=[CH:23][C:22]([C:25]([F:28])([F:27])[F:26])=[CH:21][C:11]=2[CH2:12][N:13]([CH2:19][CH3:20])[C:14]([CH:16]2[CH2:18][CH2:17]2)=[O:15])[C:5]([O:8][CH3:9])=[N:6][CH:7]=1.[CH3:29][Si:30]([C:33]#[CH:34])([CH3:32])[CH3:31].C(Cl)Cl.O. (3) Given the product [CH3:45][O:44][C:35]1[CH:36]=[CH:37][C:38]2[C:43](=[CH:42][CH:41]=[CH:40][CH:39]=2)[C:34]=1[CH2:33][N:13]1[C:14](=[O:25])[C@@H:15]([NH:17][C:18](=[O:24])[O:19][C:20]([CH3:23])([CH3:22])[CH3:21])[CH2:16][N:10]([C:8](=[O:9])[C:7]2[CH:6]=[CH:5][C:4]([N+:1]([O-:3])=[O:2])=[CH:31][CH:30]=2)[C:11]2[CH:29]=[CH:28][CH:27]=[CH:26][C:12]1=2, predict the reactants needed to synthesize it. The reactants are: [N+:1]([C:4]1[CH:31]=[CH:30][C:7]([C:8]([N:10]2[CH2:16][C@H:15]([NH:17][C:18](=[O:24])[O:19][C:20]([CH3:23])([CH3:22])[CH3:21])[C:14](=[O:25])[NH:13][C:12]3[CH:26]=[CH:27][CH:28]=[CH:29][C:11]2=3)=[O:9])=[CH:6][CH:5]=1)([O-:3])=[O:2].Cl[CH2:33][C:34]1[C:43]2[C:38](=[CH:39][CH:40]=[CH:41][CH:42]=2)[CH:37]=[CH:36][C:35]=1[O:44][CH3:45].C([O-])([O-])=O.[Cs+].[Cs+].[Na+].[I-]. (4) Given the product [NH2:15][C:12]1[CH:11]=[CH:10][C:9]([CH2:8][N:2]([CH3:1])[CH2:3][C:4]([O:6][CH3:7])=[O:5])=[CH:14][CH:13]=1, predict the reactants needed to synthesize it. The reactants are: [CH3:1][N:2]([CH2:8][C:9]1[CH:14]=[CH:13][C:12]([N+:15]([O-])=O)=[CH:11][CH:10]=1)[CH2:3][C:4]([O:6][CH3:7])=[O:5].